Task: Regression. Given two drug SMILES strings and cell line genomic features, predict the synergy score measuring deviation from expected non-interaction effect.. Dataset: NCI-60 drug combinations with 297,098 pairs across 59 cell lines (1) Drug 1: C1=CC(=C2C(=C1NCCNCCO)C(=O)C3=C(C=CC(=C3C2=O)O)O)NCCNCCO. Drug 2: CCN(CC)CCNC(=O)C1=C(NC(=C1C)C=C2C3=C(C=CC(=C3)F)NC2=O)C. Cell line: OVCAR-4. Synergy scores: CSS=24.3, Synergy_ZIP=-2.03, Synergy_Bliss=1.57, Synergy_Loewe=-9.53, Synergy_HSA=1.39. (2) Synergy scores: CSS=53.8, Synergy_ZIP=1.54, Synergy_Bliss=3.04, Synergy_Loewe=-6.98, Synergy_HSA=2.82. Drug 1: CC1=C(C(=CC=C1)Cl)NC(=O)C2=CN=C(S2)NC3=CC(=NC(=N3)C)N4CCN(CC4)CCO. Drug 2: CC1C(C(CC(O1)OC2CC(OC(C2O)C)OC3=CC4=CC5=C(C(=O)C(C(C5)C(C(=O)C(C(C)O)O)OC)OC6CC(C(C(O6)C)O)OC7CC(C(C(O7)C)O)OC8CC(C(C(O8)C)O)(C)O)C(=C4C(=C3C)O)O)O)O. Cell line: SN12C. (3) Drug 1: CC1C(C(CC(O1)OC2CC(CC3=C2C(=C4C(=C3O)C(=O)C5=C(C4=O)C(=CC=C5)OC)O)(C(=O)C)O)N)O.Cl. Drug 2: CS(=O)(=O)OCCCCOS(=O)(=O)C. Cell line: OVCAR3. Synergy scores: CSS=26.6, Synergy_ZIP=-6.10, Synergy_Bliss=4.72, Synergy_Loewe=-5.36, Synergy_HSA=3.59. (4) Cell line: MALME-3M. Drug 1: C1=CC(=CC=C1CC(C(=O)O)N)N(CCCl)CCCl.Cl. Drug 2: C1=CC=C(C(=C1)C(C2=CC=C(C=C2)Cl)C(Cl)Cl)Cl. Synergy scores: CSS=10.7, Synergy_ZIP=-3.20, Synergy_Bliss=1.58, Synergy_Loewe=-9.69, Synergy_HSA=-0.718. (5) Drug 1: CC1CCC2CC(C(=CC=CC=CC(CC(C(=O)C(C(C(=CC(C(=O)CC(OC(=O)C3CCCCN3C(=O)C(=O)C1(O2)O)C(C)CC4CCC(C(C4)OC)O)C)C)O)OC)C)C)C)OC. Drug 2: C1C(C(OC1N2C=NC(=NC2=O)N)CO)O. Cell line: SF-268. Synergy scores: CSS=2.69, Synergy_ZIP=-2.47, Synergy_Bliss=0.0370, Synergy_Loewe=-7.54, Synergy_HSA=-1.24.